Dataset: Forward reaction prediction with 1.9M reactions from USPTO patents (1976-2016). Task: Predict the product of the given reaction. Given the reactants [N:1]12[CH2:8][CH2:7][CH:4]([CH2:5][CH2:6]1)[C@H:3](OS(C)(=O)=O)[CH2:2]2.[F:14][C:15]1[CH:16]=[C:17]([SH:21])[CH:18]=[CH:19][CH:20]=1, predict the reaction product. The product is: [F:14][C:15]1[CH:16]=[C:17]([S:21][C@@H:3]2[CH:4]3[CH2:7][CH2:8][N:1]([CH2:6][CH2:5]3)[CH2:2]2)[CH:18]=[CH:19][CH:20]=1.